Regression. Given two drug SMILES strings and cell line genomic features, predict the synergy score measuring deviation from expected non-interaction effect. From a dataset of NCI-60 drug combinations with 297,098 pairs across 59 cell lines. (1) Drug 1: CCCCCOC(=O)NC1=NC(=O)N(C=C1F)C2C(C(C(O2)C)O)O. Drug 2: C1C(C(OC1N2C=NC(=NC2=O)N)CO)O. Cell line: HL-60(TB). Synergy scores: CSS=18.3, Synergy_ZIP=-5.10, Synergy_Bliss=1.98, Synergy_Loewe=-8.80, Synergy_HSA=4.69. (2) Drug 1: C1CN1P(=S)(N2CC2)N3CC3. Drug 2: C1CN1C2=NC(=NC(=N2)N3CC3)N4CC4. Cell line: NCI-H460. Synergy scores: CSS=69.9, Synergy_ZIP=-1.43, Synergy_Bliss=-2.46, Synergy_Loewe=0.118, Synergy_HSA=2.55. (3) Drug 1: CN1CCC(CC1)COC2=C(C=C3C(=C2)N=CN=C3NC4=C(C=C(C=C4)Br)F)OC. Drug 2: C1=C(C(=O)NC(=O)N1)F. Cell line: T-47D. Synergy scores: CSS=28.8, Synergy_ZIP=-4.53, Synergy_Bliss=-6.04, Synergy_Loewe=-4.09, Synergy_HSA=-3.13. (4) Drug 1: C1=NC2=C(N1)C(=S)N=C(N2)N. Drug 2: C1=NC2=C(N=C(N=C2N1C3C(C(C(O3)CO)O)O)F)N. Cell line: HS 578T. Synergy scores: CSS=18.0, Synergy_ZIP=-1.75, Synergy_Bliss=-5.07, Synergy_Loewe=-22.0, Synergy_HSA=-5.33. (5) Drug 1: CCC1=C2CN3C(=CC4=C(C3=O)COC(=O)C4(CC)O)C2=NC5=C1C=C(C=C5)O. Drug 2: CN(CC1=CN=C2C(=N1)C(=NC(=N2)N)N)C3=CC=C(C=C3)C(=O)NC(CCC(=O)O)C(=O)O. Cell line: NCI-H322M. Synergy scores: CSS=40.1, Synergy_ZIP=-0.324, Synergy_Bliss=-1.98, Synergy_Loewe=-3.18, Synergy_HSA=-2.74. (6) Drug 1: CC12CCC(CC1=CCC3C2CCC4(C3CC=C4C5=CN=CC=C5)C)O. Drug 2: CNC(=O)C1=NC=CC(=C1)OC2=CC=C(C=C2)NC(=O)NC3=CC(=C(C=C3)Cl)C(F)(F)F. Cell line: NCI-H522. Synergy scores: CSS=4.74, Synergy_ZIP=-9.40, Synergy_Bliss=-3.32, Synergy_Loewe=-10.1, Synergy_HSA=-4.44.